The task is: Binary Classification. Given a miRNA mature sequence and a target amino acid sequence, predict their likelihood of interaction.. This data is from Experimentally validated miRNA-target interactions with 360,000+ pairs, plus equal number of negative samples. (1) The miRNA is hsa-miR-519b-3p with sequence AAAGUGCAUCCUUUUAGAGGUU. The protein sequence of the target gene is MNNKFDALKDDDSGDHDQNEENSTQKDGEKEKTERDKNQSSSKRKAVVPGPAEHPLQYNYTFWYSRRTPGRPTSSQSYEQNIKQIGTFASVEQFWRFYSHMVRPGDLTGHSDFHLFKEGIKPMWEDDANKNGGKWIIRLRKGLASRCWENLILAMLGEQFMVGEEICGAVVSVRFQEDIISIWNKTASDQATTARIRDTLRRVLNLPPNTIMEYKTHTDSIKMPGRLGPQRLLFQNLWKPRLNVP. Result: 0 (no interaction). (2) The miRNA is hsa-miR-4793-3p with sequence UCUGCACUGUGAGUUGGCUGGCU. The protein sequence of the target gene is MAPAALWVALVFELQLWATGHTVPAQVVLTPYKPEPGYECQISQEYYDRKAQMCCAKCPPGQYVKHFCNKTSDTVCADCEASMYTQVWNQFRTCLSCSSSCTTDQVEIRACTKQQNRVCACEAGRYCALKTHSGSCRQCMRLSKCGPGFGVASSRAPNGNVLCKACAPGTFSDTTSSTDVCRPHRICSILAIPGNASTDAVCAPESPTLSAIPRTLYVSQPEPTRSQPLDQEPGPSQTPSILTSLGSTPIIEQSTKGGISLPIGLIVGVTSLGLLMLGLVNCIILVQRKKKPSCLQRDAK.... Result: 0 (no interaction). (3) The miRNA is hsa-miR-125b-2-3p with sequence UCACAAGUCAGGCUCUUGGGAC. The protein sequence of the target gene is MSKSESPKEPEQLRKLFIGGLSFETTDESLRSHFEQWGTLTDCVVMRDPNTKRSRGFGFVTYATVEEVDAAMNARPHKVDGRVVEPKRAVSREDSQRPGAHLTVKKIFVGGIKEDTEEHHLRDYFEQYGKIEVIEIMTDRGSGKKRGFAFVTFDDHDSVDKIVIQKYHTVNGHNCEVRKALSKQEMASASSSQRGRSGSGNFGGGRGGGFGGNDNFGRGGNFSGRGGFGGSRGGGGYGGSGDGYNGFGNDGSNFGGGGSYNDFGNYNNQSSNFGPMKGGNFGGRSSGPYGGGGQYFAKPR.... Result: 0 (no interaction). (4) The miRNA is hsa-miR-1279 with sequence UCAUAUUGCUUCUUUCU. The protein sequence of the target gene is MSRPQLRRWRLVSSPPSGVPGLALLALLALLALRLAAGTDCPCPEPELCRPIRHHPDFEVFVFDVGQKTWKSYDWSQITTVATFGKYDSELMCYAHSKGARVVLKGDVSLKDIIDPAFRASWIAQKLNLAKTQYMDGINIDIEQEVNCLSPEYDALTALVKETTDSFHREIEGSQVTFDVAWSPKNIDRRCYNYTGIADACDFLFVMSYDEQSQIWSECIAAANAPYNQTLTGYNDYIKMSINPKKLVMGVPWYGYDYTCLNLSEDHVCTIAKVPFRGAPCSDAAGRQVPYKTIMKQINS.... Result: 0 (no interaction). (5) The miRNA is mmu-miR-129b-5p with sequence GCUUUUUGGGGUAAGGGCUUCC. The protein sequence of the target gene is MAAVVAVCGGLGRKKLTHLVTAAVSLTHPGTHTVLWRRGCSQQVSSNEDLPISMENPYKEPLKKCILCGKHVDYKNVQLLSQFVSPFTGCIYGRHITGLCGKKQKEITKAIKRAQIMGFMPVTYKDPAYLKDPKVCNIRYRE. Result: 0 (no interaction). (6) The miRNA is hsa-miR-5589-3p with sequence UGCACAUGGCAACCUAGCUCCCA. The protein sequence of the target gene is MDEEPERTKRWEGGYERTWEILKEDESGSLKATIEDILFKAKRKRVFEHHGQVRLGMMRHLYVVVDGSRTMEDQDLKPNRLTCTLKLLEYFVEEYFDQNPISQIGIIVTKSKRAEKLTELSGNPRKHITSLKKAVDMTCHGEPSLYNSLSIAMQTLKHMPGHTSREVLIIFSSLTTCDPSNIYDLIKTLKAAKIRVSVIGLSAEVRVCTVLARETGGTYHVILDESHYKELLTHHVSPPPASSSSECSLIRMGFPQHTIASLSDQDAKPSFSMAHLDGNTEPGLTLGGYFCPQCRAKYCE.... Result: 0 (no interaction).